Dataset: NCI-60 drug combinations with 297,098 pairs across 59 cell lines. Task: Regression. Given two drug SMILES strings and cell line genomic features, predict the synergy score measuring deviation from expected non-interaction effect. (1) Drug 1: CC(CN1CC(=O)NC(=O)C1)N2CC(=O)NC(=O)C2. Drug 2: CC1C(C(CC(O1)OC2CC(CC3=C2C(=C4C(=C3O)C(=O)C5=CC=CC=C5C4=O)O)(C(=O)C)O)N)O. Cell line: IGROV1. Synergy scores: CSS=53.8, Synergy_ZIP=-1.75, Synergy_Bliss=-0.178, Synergy_Loewe=2.24, Synergy_HSA=2.82. (2) Drug 1: CCCCC(=O)OCC(=O)C1(CC(C2=C(C1)C(=C3C(=C2O)C(=O)C4=C(C3=O)C=CC=C4OC)O)OC5CC(C(C(O5)C)O)NC(=O)C(F)(F)F)O. Drug 2: CN(C(=O)NC(C=O)C(C(C(CO)O)O)O)N=O. Cell line: 786-0. Synergy scores: CSS=55.3, Synergy_ZIP=0.294, Synergy_Bliss=2.90, Synergy_Loewe=-30.9, Synergy_HSA=2.05.